Task: Predict which catalyst facilitates the given reaction.. Dataset: Catalyst prediction with 721,799 reactions and 888 catalyst types from USPTO (1) Reactant: [NH2:1][C:2]1[S:3][C:4]2[CH:10]=[C:9]([OH:11])[CH:8]=[CH:7][C:5]=2[N:6]=1.N1C=CC=CC=1.Cl[C:19]([O:21][CH3:22])=[O:20]. Product: [NH:1]=[C:2]1[N:6]([C:19]([O:21][CH3:22])=[O:20])[C:5]2[CH:7]=[CH:8][C:9]([O:11][C:19]([O:21][CH3:22])=[O:20])=[CH:10][C:4]=2[S:3]1. The catalyst class is: 6. (2) The catalyst class is: 1. Reactant: [CH2:1]([O:8][CH2:9][O:10][C:11]1[C:19]2[C:14](=[CH:15][N:16]=[CH:17][CH:18]=2)[O:13][CH:12]=1)[C:2]1[CH:7]=[CH:6][CH:5]=[CH:4][CH:3]=1.[Li]CCCC.[O:25]1[CH2:30][CH2:29][CH:28]([CH:31]=[O:32])[CH2:27][CH2:26]1.[NH4+].[Cl-]. Product: [CH2:1]([O:8][CH2:9][O:10][C:11]1[C:19]2[C:14](=[CH:15][N:16]=[CH:17][CH:18]=2)[O:13][C:12]=1[CH:31]([CH:28]1[CH2:29][CH2:30][O:25][CH2:26][CH2:27]1)[OH:32])[C:2]1[CH:7]=[CH:6][CH:5]=[CH:4][CH:3]=1. (3) Product: [CH2:24]([O:23][C:21](=[O:22])[C:20](=[CH:15][C:14]1[CH:17]=[CH:18][C:11]([N:8]2[CH2:9][CH2:10][C:5]3([O:4][CH2:3][CH2:2][O:1]3)[CH2:6][CH2:7]2)=[CH:12][CH:13]=1)[C:19]([O:27][CH2:28][CH3:29])=[O:26])[CH3:25]. Reactant: [O:1]1[C:5]2([CH2:10][CH2:9][N:8]([C:11]3[CH:18]=[CH:17][C:14]([CH:15]=O)=[CH:13][CH:12]=3)[CH2:7][CH2:6]2)[O:4][CH2:3][CH2:2]1.[C:19]([O:27][CH2:28][CH3:29])(=[O:26])[CH2:20][C:21]([O:23][CH2:24][CH3:25])=[O:22].C([O-])(=O)C. The catalyst class is: 11. (4) Reactant: [Cl:1][C:2]1[C:3]([F:29])=[C:4]([CH:26]=[CH:27][CH:28]=1)[NH:5][C:6]1[C:15]2[C:10](=[CH:11][C:12]([O:24][CH3:25])=[C:13]([O:16][CH2:17][CH:18]3[CH2:23][CH2:22][NH:21][CH2:20][CH2:19]3)[CH:14]=2)[N:9]=[CH:8]C=1.C([N:33]([CH:36](C)C)CC)(C)C.[N:39]#CBr. Product: [Cl:1][C:2]1[C:3]([F:29])=[C:4]([CH:26]=[CH:27][CH:28]=1)[NH:5][C:6]1[C:15]2[C:10](=[CH:11][C:12]([O:24][CH3:25])=[C:13]([O:16][CH2:17][CH:18]3[CH2:23][CH2:22][N:21]([C:36]#[N:33])[CH2:20][CH2:19]3)[CH:14]=2)[N:9]=[CH:8][N:39]=1. The catalyst class is: 2.